The task is: Predict the product of the given reaction.. This data is from Forward reaction prediction with 1.9M reactions from USPTO patents (1976-2016). (1) Given the reactants CN(C(ON1N=NC2C=CC=NC1=2)=[N+](C)C)C.F[P-](F)(F)(F)(F)F.[Cl:25][C:26]1[CH:27]=[C:28]([N:33]2[CH2:38][CH2:37][NH:36][CH2:35][CH2:34]2)[CH:29]=[CH:30][C:31]=1[Cl:32].[Cl:39][C:40]1[C:41]([C:50]([F:53])([F:52])[F:51])=[N:42][N:43]([CH2:46][C:47](O)=[O:48])[C:44]=1[CH3:45], predict the reaction product. The product is: [Cl:39][C:40]1[C:41]([C:50]([F:52])([F:51])[F:53])=[N:42][N:43]([CH2:46][C:47]([N:36]2[CH2:37][CH2:38][N:33]([C:28]3[CH:29]=[CH:30][C:31]([Cl:32])=[C:26]([Cl:25])[CH:27]=3)[CH2:34][CH2:35]2)=[O:48])[C:44]=1[CH3:45]. (2) Given the reactants [CH2:1]([NH:3][C:4]1[N:5]=[C:6]([S:12][CH3:13])[N:7]=[N:8][C:9]=1[CH:10]=O)[CH3:2].CO[C:16]1[CH:17]=[C:18]([CH2:24][C:25]#[N:26])[CH:19]=[C:20]([O:22][CH3:23])[CH:21]=1.[C:27](=[O:30])([O-])[O-].[K+].[K+], predict the reaction product. The product is: [CH3:23][O:22][C:20]1[CH:19]=[C:18]([C:24]2[C:25](=[NH:26])[N:3]([CH2:1][CH3:2])[C:4]3[N:5]=[C:6]([S:12][CH3:13])[N:7]=[N:8][C:9]=3[CH:10]=2)[CH:17]=[C:16]([O:30][CH3:27])[CH:21]=1. (3) Given the reactants N[C:2]1[CH:7]=[C:6]([C:8]([F:11])([F:10])[F:9])[C:5](C(F)(F)F)=[CH:4][C:3]=1[C:16]1[CH:21]=[CH:20][C:19]([NH:22][S:23]([CH3:26])(=[O:25])=[O:24])=[CH:18][CH:17]=1.BrC1C=C(C(F)(F)[F:36])C(C(F)(F)F)=CC=1N, predict the reaction product. The product is: [F:36][C:2]1[CH:7]=[C:6]([C:8]([F:9])([F:10])[F:11])[CH:5]=[CH:4][C:3]=1[C:16]1[CH:21]=[CH:20][C:19]([NH:22][S:23]([CH3:26])(=[O:24])=[O:25])=[CH:18][CH:17]=1. (4) Given the reactants [NH2:1][C:2]1[N:7]=[CH:6][N:5]=[C:4]([NH:8][C@H:9]([C:11]2[N:16]([C:17]3[CH:22]=[CH:21][CH:20]=[CH:19][CH:18]=3)[C:15](=[O:23])[C:14]3=[C:24]([CH3:27])[CH:25]=[CH:26][N:13]3[N:12]=2)[CH3:10])[C:3]=1I.CC1(C)C(C)(C)OB([C:37]2[CH:38]=[N:39][C:40]([NH2:43])=[N:41][CH:42]=2)O1.C(=O)([O-])[O-].[Na+].[Na+], predict the reaction product. The product is: [NH2:43][C:40]1[N:41]=[CH:42][C:37]([C:3]2[C:4]([NH:8][C@H:9]([C:11]3[N:16]([C:17]4[CH:22]=[CH:21][CH:20]=[CH:19][CH:18]=4)[C:15](=[O:23])[C:14]4=[C:24]([CH3:27])[CH:25]=[CH:26][N:13]4[N:12]=3)[CH3:10])=[N:5][CH:6]=[N:7][C:2]=2[NH2:1])=[CH:38][N:39]=1. (5) Given the reactants [Cl:1][C:2]1[CH:3]=[CH:4][C:5]2[N:9]=[C:8]([C:10]3[C:11](=[O:33])[N:12](COCC[Si](C)(C)C)[N:13]=[C:14]([C:16]4[CH:21]=[C:20]([CH3:22])[C:19]([OH:23])=[C:18]([CH3:24])[CH:17]=4)[CH:15]=3)[N:7](COCC[Si](C)(C)C)[C:6]=2[CH:42]=1.FC(F)(F)C(O)=O.[OH-].[Na+].Cl, predict the reaction product. The product is: [Cl:1][C:2]1[CH:3]=[CH:4][C:5]2[N:9]=[C:8]([C:10]3[C:11](=[O:33])[NH:12][N:13]=[C:14]([C:16]4[CH:21]=[C:20]([CH3:22])[C:19]([OH:23])=[C:18]([CH3:24])[CH:17]=4)[CH:15]=3)[NH:7][C:6]=2[CH:42]=1. (6) Given the reactants [Cl:1][C:2]1[CH:7]=[CH:6][CH:5]=[C:4]([Cl:8])[C:3]=1[N:9]1[CH:26]=[C:12]2[C:13]([NH:17][C:18]3[CH:23]=[C:22]([NH:24][CH3:25])[N:21]=[CH:20][N:19]=3)=[N:14][CH:15]=[CH:16][C:11]2=[N:10]1.ClC1N=CN=C(NC2C3=CN(C4C(Cl)=CC=CC=4Cl)N=C3C=CN=2)C=1.[F:52][CH:53]1CN[CH2:54]1.CCN(C(C)C)C(C)C, predict the reaction product. The product is: [Cl:8][C:4]1[CH:5]=[CH:6][CH:7]=[C:2]([Cl:1])[C:3]=1[N:9]1[CH:26]=[C:12]2[C:13]([NH:17][C:18]3[CH:23]=[C:22]([N:24]4[CH2:54][CH:53]([F:52])[CH2:25]4)[N:21]=[CH:20][N:19]=3)=[N:14][CH:15]=[CH:16][C:11]2=[N:10]1.